This data is from Forward reaction prediction with 1.9M reactions from USPTO patents (1976-2016). The task is: Predict the product of the given reaction. (1) Given the reactants [CH2:1]([N:8]1[C:12]2=[C:13]([N:20]3[CH2:29][CH2:28][C:27]4[C:22](=[CH:23][CH:24]=[CH:25][CH:26]=4)[CH2:21]3)[N:14]=[C:15]([C:17](O)=[O:18])[CH:16]=[C:11]2[C:10]([CH3:30])=[C:9]1[CH3:31])[C:2]1[CH:7]=[CH:6][CH:5]=[CH:4][CH:3]=1.O, predict the reaction product. The product is: [CH2:1]([N:8]1[C:12]2=[C:13]([N:20]3[CH2:29][CH2:28][C:27]4[C:22](=[CH:23][CH:24]=[CH:25][CH:26]=4)[CH2:21]3)[N:14]=[C:15]([CH2:17][OH:18])[CH:16]=[C:11]2[C:10]([CH3:30])=[C:9]1[CH3:31])[C:2]1[CH:3]=[CH:4][CH:5]=[CH:6][CH:7]=1. (2) Given the reactants [Cl:1][CH2:2][CH2:3][CH2:4][C:5](Cl)=[O:6].[C:8]([N:11]1[CH2:16][CH2:15][NH:14][CH2:13][CH2:12]1)(=[O:10])[CH3:9].[Cl-].[NH4+].C([O-])([O-])=O.[Na+].[Na+], predict the reaction product. The product is: [C:8]([N:11]1[CH2:16][CH2:15][N:14]([C:5](=[O:6])[CH2:4][CH2:3][CH2:2][Cl:1])[CH2:13][CH2:12]1)(=[O:10])[CH3:9]. (3) Given the reactants [NH:1]1[CH2:6][CH2:5][CH2:4][CH2:3][CH:2]1[C:7]([OH:9])=[O:8].[CH2:10]=O, predict the reaction product. The product is: [CH3:10][N:1]1[CH2:6][CH2:5][CH2:4][CH2:3][CH:2]1[C:7]([OH:9])=[O:8]. (4) Given the reactants [N:1]1[C:10]2[C:9](=[O:11])[CH2:8][CH2:7][CH2:6][C:5]=2[CH:4]=[CH:3][CH:2]=1.C1(C)C=CC(S(O)(=O)=[O:19])=CC=1.N1C[CH2:26][CH2:25][CH2:24]1.[CH2:28]([OH:30])[CH3:29], predict the reaction product. The product is: [O:11]=[C:9]1[C:10]2[N:1]=[CH:2][CH:3]=[CH:4][C:5]=2[CH2:6][CH2:7][CH:8]1[CH2:26][CH2:25][C:24]([O:30][CH2:28][CH3:29])=[O:19]. (5) Given the reactants [CH3:1][O:2][C:3]([C:5]1[N:6]=[C:7]([NH2:10])[S:8][CH:9]=1)=[O:4].[C:11]([O:15][C:16]([NH:18][C@@H:19]([C@H:23]([C:25]1[CH:30]=[CH:29][CH:28]=[CH:27][CH:26]=1)[CH3:24])[C:20](O)=[O:21])=[O:17])([CH3:14])([CH3:13])[CH3:12].ON1C2C=CC=CC=2N=N1, predict the reaction product. The product is: [CH3:1][O:2][C:3]([C:5]1[N:6]=[C:7]([NH:10][C:20](=[O:21])[C@@H:19]([NH:18][C:16]([O:15][C:11]([CH3:14])([CH3:13])[CH3:12])=[O:17])[C@H:23]([C:25]2[CH:30]=[CH:29][CH:28]=[CH:27][CH:26]=2)[CH3:24])[S:8][CH:9]=1)=[O:4]. (6) Given the reactants [C:1]([O:4][CH:5]=[CH2:6])(=[O:3])[CH3:2].[C:7]([O:11][CH2:12][CH2:13][CH2:14][CH3:15])(=[O:10])[CH:8]=[CH2:9].CC(N=NC(C#N)(C)C)(C#N)C, predict the reaction product. The product is: [C:1]([O:4][CH:5]=[CH2:6])(=[O:3])[CH3:2].[C:7]([O:11][CH2:12][CH2:13][CH2:14][CH3:15])(=[O:10])[CH:8]=[CH2:9]. (7) The product is: [CH3:9][Si:10]([CH3:12])([CH3:11])[C:7]1[C:2]([NH:1][C:15]#[CH:16])=[N:3][CH:4]=[CH:5][CH:6]=1. Given the reactants [NH2:1][C:2]1[C:7](Br)=[CH:6][CH:5]=[CH:4][N:3]=1.[CH3:9][Si:10](C#C)([CH3:12])[CH3:11].[CH:15](N(CC)C(C)C)(C)[CH3:16].O, predict the reaction product. (8) Given the reactants [C:1]([C:3]1[CH:12]=[CH:11][C:10]([O:13][C:14]2[CH:19]=[CH:18][C:17]([B:20]3[O:24][C:23](C)(C)C(C)(C)[O:21]3)=[C:16](C=O)[CH:15]=2)=[CH:9][C:4]=1[C:5]([O:7][CH3:8])=[O:6])#[N:2].[BH4-].[Na+].Cl, predict the reaction product. The product is: [C:1]([C:3]1[CH:12]=[CH:11][C:10]([O:13][C:14]2[CH:19]=[CH:18][C:17]3[B:20]([OH:21])[O:24][CH2:23][C:16]=3[CH:15]=2)=[CH:9][C:4]=1[C:5]([O:7][CH3:8])=[O:6])#[N:2].